Task: Predict the reactants needed to synthesize the given product.. Dataset: Full USPTO retrosynthesis dataset with 1.9M reactions from patents (1976-2016) Given the product [CH3:19][C:14]1[NH:6][C:7]2[CH:12]=[CH:11][NH:10][C:9](=[O:13])[C:8]=2[C:15]=1[CH3:16], predict the reactants needed to synthesize it. The reactants are: C(=N[NH:6][C:7]1[CH:12]=[CH:11][NH:10][C:9](=[O:13])[CH:8]=1)(CC)C.[C:14]1(O[C:14]2[CH:19]=CC=[CH:16][CH:15]=2)[CH:19]=CC=[CH:16][CH:15]=1.